Dataset: NCI-60 drug combinations with 297,098 pairs across 59 cell lines. Task: Regression. Given two drug SMILES strings and cell line genomic features, predict the synergy score measuring deviation from expected non-interaction effect. (1) Drug 1: CC1=C2C(C(=O)C3(C(CC4C(C3C(C(C2(C)C)(CC1OC(=O)C(C(C5=CC=CC=C5)NC(=O)OC(C)(C)C)O)O)OC(=O)C6=CC=CC=C6)(CO4)OC(=O)C)OC)C)OC. Drug 2: C1=NNC2=C1C(=O)NC=N2. Cell line: HCC-2998. Synergy scores: CSS=39.0, Synergy_ZIP=-2.29, Synergy_Bliss=-4.92, Synergy_Loewe=-42.4, Synergy_HSA=-4.43. (2) Synergy scores: CSS=3.41, Synergy_ZIP=0.434, Synergy_Bliss=3.85, Synergy_Loewe=1.72, Synergy_HSA=1.99. Cell line: OVCAR-4. Drug 2: CN1C(=O)N2C=NC(=C2N=N1)C(=O)N. Drug 1: C1=NC2=C(N=C(N=C2N1C3C(C(C(O3)CO)O)O)F)N. (3) Drug 1: CS(=O)(=O)C1=CC(=C(C=C1)C(=O)NC2=CC(=C(C=C2)Cl)C3=CC=CC=N3)Cl. Drug 2: C1=NC(=NC(=O)N1C2C(C(C(O2)CO)O)O)N. Cell line: HCT-15. Synergy scores: CSS=6.22, Synergy_ZIP=-0.451, Synergy_Bliss=3.07, Synergy_Loewe=-1.64, Synergy_HSA=0.832. (4) Drug 1: CCCCCOC(=O)NC1=NC(=O)N(C=C1F)C2C(C(C(O2)C)O)O. Drug 2: CC1C(C(CC(O1)OC2CC(CC3=C2C(=C4C(=C3O)C(=O)C5=C(C4=O)C(=CC=C5)OC)O)(C(=O)CO)O)N)O.Cl. Cell line: U251. Synergy scores: CSS=28.6, Synergy_ZIP=-1.23, Synergy_Bliss=-3.27, Synergy_Loewe=-35.6, Synergy_HSA=-3.15. (5) Drug 1: CC1=C(C=C(C=C1)C(=O)NC2=CC(=CC(=C2)C(F)(F)F)N3C=C(N=C3)C)NC4=NC=CC(=N4)C5=CN=CC=C5. Drug 2: CC(C)CN1C=NC2=C1C3=CC=CC=C3N=C2N. Cell line: CCRF-CEM. Synergy scores: CSS=-1.07, Synergy_ZIP=3.61, Synergy_Bliss=-5.70, Synergy_Loewe=-3.28, Synergy_HSA=-5.28. (6) Drug 1: CC=C1C(=O)NC(C(=O)OC2CC(=O)NC(C(=O)NC(CSSCCC=C2)C(=O)N1)C(C)C)C(C)C. Drug 2: CC12CCC3C(C1CCC2O)C(CC4=C3C=CC(=C4)O)CCCCCCCCCS(=O)CCCC(C(F)(F)F)(F)F. Cell line: UACC62. Synergy scores: CSS=31.2, Synergy_ZIP=-2.47, Synergy_Bliss=6.24, Synergy_Loewe=-21.8, Synergy_HSA=5.18. (7) Drug 1: C1=CC(=CC=C1CCC2=CNC3=C2C(=O)NC(=N3)N)C(=O)NC(CCC(=O)O)C(=O)O. Drug 2: CC1=C2C(C(=O)C3(C(CC4C(C3C(C(C2(C)C)(CC1OC(=O)C(C(C5=CC=CC=C5)NC(=O)OC(C)(C)C)O)O)OC(=O)C6=CC=CC=C6)(CO4)OC(=O)C)O)C)O. Cell line: M14. Synergy scores: CSS=44.9, Synergy_ZIP=-0.346, Synergy_Bliss=-0.254, Synergy_Loewe=0.512, Synergy_HSA=3.02.